Dataset: Forward reaction prediction with 1.9M reactions from USPTO patents (1976-2016). Task: Predict the product of the given reaction. Given the reactants [CH:1]1([NH2:6])[CH2:5][CH2:4][CH2:3][CH2:2]1.C1(N)CCC1.Cl[C:13]1[N:21]=[C:20]([NH:22][C:23]2[CH:24]=[C:25]([NH:29][S:30]([C:33]([F:36])([F:35])[F:34])(=[O:32])=[O:31])[CH:26]=[CH:27][CH:28]=2)[N:19]=[C:18]2[C:14]=1[N:15]=[CH:16][NH:17]2.ClC1N=C(NC2C=C(NS(C)(=O)=O)C=CC=2)N=C2C=1N=CN2, predict the reaction product. The product is: [CH:1]1([NH:6][C:13]2[N:21]=[C:20]([NH:22][C:23]3[CH:24]=[C:25]([NH:29][S:30]([C:33]([F:35])([F:36])[F:34])(=[O:31])=[O:32])[CH:26]=[CH:27][CH:28]=3)[N:19]=[C:18]3[C:14]=2[N:15]=[CH:16][NH:17]3)[CH2:5][CH2:4][CH2:3][CH2:2]1.